The task is: Binary Classification. Given a miRNA mature sequence and a target amino acid sequence, predict their likelihood of interaction.. This data is from Experimentally validated miRNA-target interactions with 360,000+ pairs, plus equal number of negative samples. The miRNA is cel-miR-355-5p with sequence UUUGUUUUAGCCUGAGCUAUG. The protein sequence of the target gene is MAQAIFEALEGMDNQTVLAVQSLLDGQGAVPDPTGQSVNAPPAIQPLDDEDVFLCGKCKKQFNSLPAFMTHKREQCQGNAPALATVSLATNSIYPPSAAPTAVQQAPTPANRQISTYITVPPSPLIQTLVQGNILVSDDVLMSAMSAFTSLDQPMPQGPPPVQSSLNMHSVPSYLTQPPPPPPPPPPLPPPPPPQPPPPPPQSLGPPGRPNPGGNGVVEVYSAAAPLAGSGTVEIQALGMQPYPPLEVPNQCVEPPVYPTPTVYSPGKQGFKPKGPNPAAPMTSATGGTVATFDSPATLK.... Result: 0 (no interaction).